This data is from Reaction yield outcomes from USPTO patents with 853,638 reactions. The task is: Predict the reaction yield, written as a fraction of the theoretical maximum amount of product (1.0 means a 100% yield; for example, 0.34 means a 34% yield). (1) The reactants are [CH2:1]([O:3][C:4]1[CH:9]=[CH:8][CH:7]=[CH:6][C:5]=1[C:10]1[N:15]=[CH:14][N:13]=[C:12]([NH:16][C:17]([CH:19]2[CH2:24][CH2:23][NH:22][CH2:21][CH2:20]2)=[O:18])[CH:11]=1)[CH3:2].C(=O)([O-])[O-].[K+].[K+].[CH2:31](Br)[C:32]1[CH:37]=[CH:36][CH:35]=[CH:34][CH:33]=1. The catalyst is CN(C=O)C. The product is [CH2:1]([O:3][C:4]1[CH:9]=[CH:8][CH:7]=[CH:6][C:5]=1[C:10]1[N:15]=[CH:14][N:13]=[C:12]([NH:16][C:17]([CH:19]2[CH2:24][CH2:23][N:22]([CH2:31][C:32]3[CH:37]=[CH:36][CH:35]=[CH:34][CH:33]=3)[CH2:21][CH2:20]2)=[O:18])[CH:11]=1)[CH3:2]. The yield is 0.210. (2) The reactants are [NH2:1][CH2:2][CH2:3][CH2:4][CH2:5][NH2:6].[C:7](#[N:10])[CH:8]=[CH2:9]. The catalyst is CO. The product is [C:7]([CH2:8][CH2:9][NH:1][CH2:2][CH2:3][CH2:4][CH2:5][NH2:6])#[N:10]. The yield is 0.800. (3) The reactants are [Cl:1][C:2]1[CH:3]=[C:4]2[C:8](=[CH:9][CH:10]=1)[NH:7][C:6]([C:11]([O:13][CH2:14][CH3:15])=[O:12])=[CH:5]2.C(=O)([O-])[O-].[K+].[K+].I[CH2:23][CH3:24].CN(C)C=O. The catalyst is O. The product is [Cl:1][C:2]1[CH:3]=[C:4]2[C:8](=[CH:9][CH:10]=1)[N:7]([CH2:23][CH3:24])[C:6]([C:11]([O:13][CH2:14][CH3:15])=[O:12])=[CH:5]2. The yield is 1.00. (4) The reactants are [CH2:1]([O:8][C:9]1[CH:14]=[CH:13][C:12]([C@@H:15]([OH:34])[CH2:16][NH:17][C:18]([CH3:33])([CH3:32])[CH2:19][CH2:20][N:21]2[CH:25]=[C:24]([C:26]3[CH:31]=[CH:30][CH:29]=[CH:28][CH:27]=3)[N:23]=[CH:22]2)=[CH:11][C:10]=1[N+:35]([O-])=O)[C:2]1[CH:7]=[CH:6][CH:5]=[CH:4][CH:3]=1.[H][H]. The catalyst is O1CCCC1.C1(C)C=CC=CC=1.[Pt](=O)=O. The product is [NH2:35][C:10]1[CH:11]=[C:12]([C@@H:15]([OH:34])[CH2:16][NH:17][C:18]([CH3:32])([CH3:33])[CH2:19][CH2:20][N:21]2[CH:25]=[C:24]([C:26]3[CH:31]=[CH:30][CH:29]=[CH:28][CH:27]=3)[N:23]=[CH:22]2)[CH:13]=[CH:14][C:9]=1[O:8][CH2:1][C:2]1[CH:3]=[CH:4][CH:5]=[CH:6][CH:7]=1. The yield is 0.990.